From a dataset of Experimentally validated miRNA-target interactions with 360,000+ pairs, plus equal number of negative samples. Binary Classification. Given a miRNA mature sequence and a target amino acid sequence, predict their likelihood of interaction. (1) The miRNA is hsa-miR-550b-2-5p with sequence AUGUGCCUGAGGGAGUAAGACA. The protein sequence of the target gene is MDEPWWEGRVASDVHCTLREKELKLPTFRAHSPLLKSRRFFVDILTLLSRHCHLCPSARHLAIYLLDHFMDQYNITTSKQLYTVAVSCLLLASKFEDREDRVPKLEQINNTRILSSQNFSLTKKELLTTELLLLEAFSWDLCLPTPAHFLDYYLLASISQKDHHCHAWPTTCLRKTKECLKEYAHYFLEVTLQDHIFYKFQPSVVAAACVGASRICLQLSPYWTRDLQRVSSYSLEHLSTCIEILLVAYDNVLKDAVAVKSQTLAMVPGSSSAPAQVLFQPPTYPTLSQPPPTTLAQFQS.... Result: 0 (no interaction). (2) The miRNA is hsa-miR-328-5p with sequence GGGGGGGCAGGAGGGGCUCAGGG. The protein sequence of the target gene is MVFLPLKWSLATMSFLLSSLLALLTVSTPSWCQSTEASPKRSDGTPFPWNKIRLPEYVIPVHYDLLIHANLTTLTFWGTTKVEITASQPTSTIILHSHHLQISRATLRKGAGERLSEEPLQVLEHPRQEQIALLAPEPLLVGLPYTVVIHYAGNLSETFHGFYKSTYRTKEGELRILASTQFEPTAARMAFPCFDEPAFKASFSIKIRREPRHLAISNMPLVKSVTVAEGLIEDHFDVTVKMSTYLVAFIISDFESVSKITKSGVKVSVYAVPDKINQADYALDAAVTLLEFYEDYFSIP.... Result: 0 (no interaction). (3) The miRNA is hsa-miR-877-5p with sequence GUAGAGGAGAUGGCGCAGGG. The protein sequence of the target gene is MAADSDDGAVSAPAASDGGVSKSTTSGEELVVQVPVVDVQSNNFKEMWPSLLLAIKTANFVAVDTELSGLGDRKSLLNQCIEERYKAVCHAARTRSILSLGLACFKRQPDKGEHSYLAQVFNLTLLCMEEYVIEPKSVQFLIQHGFNFNQQYAQGIPYHKGNDKGDESQSQSVRTLFLELIRARRPLVLHNGLIDLVFLYQNFYAHLPESLGTFTADLCEMFPAGIYDTKYAAEFHARFVASYLEYAFRKCERENGKQRAAGSPHLTLEFCNYPSSMRDHIDYRCCLPPATHRPHPTSIC.... Result: 0 (no interaction). (4) The miRNA is hsa-miR-6856-3p with sequence UACAGCCCUGUGAUCUUUCCAG. The protein sequence of the target gene is MAKIKARDLRGKKKEELLKQLDDLKVELSQLRVAKVTGGAASKLSKIRVVRKSIARVLTVINQTQKENLRKFYKGKKYKPLDLRPKKTRAMRRRLNKHEENLKTKKQQRKERLYPLRKYAVKA. Result: 1 (interaction). (5) The miRNA is hsa-miR-424-3p with sequence CAAAACGUGAGGCGCUGCUAU. The protein sequence of the target gene is MEEMSGDSVVSSAVPAAATRTTSFKGASPSSKYVKLNVGGALYYTTMQTLTKQDTMLKAMFSGRMEVLTDSEGWILIDRCGKHFGTILNYLRDGGVPLPESRREIEELLAEAKYYLVQGLLEECQAALQNKDTYEPFCKVPVITSSKEEQRLIATSNKPAVKLLYNRSNNKYSYTSNSDDNMLKNIELFDKLSLRFNGRVLFIKDVIGDEICCWSFYGQGRKIAEVCCTSIVYATEKKQTKVEFPEARIYEETLNILLYEAQDGRGPDNALLEATGGAAGRSHHLDEDEERERERIERVR.... Result: 0 (no interaction). (6) Result: 0 (no interaction). The protein sequence of the target gene is MAMDQVNALCEQLVKAVTVMMDPNSTQRYRLEALKFCEEFKEKCPICVPCGLRLAEKTQVAIVRHFGLQILEHVVKFRWNGMSRLEKVYLKNSVMELIANGTLNILEEENHIKDALSRIVVEMIKREWPQHWPDMLIELDTLSKQGETQTELVMFILLRLAEDVVTFQTLPPQRRRDIQQTLTQNMERIFSFLLNTLQENVNKYQQVKTDTSQESKAQANCRVGVAALNTLAGYIDWVSMSHITAENCKLLEILCLLLNEQELQLGAAECLLIAVSRKGKLEDRKPLMVLFGDVAMHYIL.... The miRNA is hsa-miR-598-3p with sequence UACGUCAUCGUUGUCAUCGUCA. (7) The miRNA is hsa-miR-7-5p with sequence UGGAAGACUAGUGAUUUUGUUGUU. The protein sequence of the target gene is MSKVTAPGSGPPAAASGKEKRSFSKRLFRSGRAGGGGAGGPGASGPAAPSSPSSPSSARSVGSFMSRVLKTLSTLSHLSSEGAAPDRGGLRSCFPPGPAAAPTPPPCPPPPASPAPPACAAEPVPGVAGLRNHGNTCFMNATLQCLSNTELFAEYLALGQYRAGRPEPSPDPEQPAGRGAQGQGEVTEQLAHLVRALWTLEYTPQHSRDFKTIVSKNALQYRGNSQHDAQEFLLWLLDRVHEDLNHSVKQSGQPPLKPPSETDMMPEGPSFPVCSTFVQELFQAQYRSSLTCPHCQKQSN.... Result: 1 (interaction). (8) The miRNA is hsa-miR-6856-5p with sequence AAGAGAGGAGCAGUGGUGCUGUGG. The protein sequence of the target gene is MIAHKQKKAKKKRVWASGQPSAAITTSEMGLKSVSSSSSFDPEYIKELVNDVRKFSHMLLYLKEAILSDCFKEVIHIRLDELLRVLKSILSKHQNLSSVDLQSAAEVLTAKVKAVNFTEVNEENKNDIFREVFSSIETLAFTFGNILTNFLMGDVGSDSILRLPISRESKSFENISVDSVDLPHEKGNFSPIELDNLLLKNTDSIELALSYAKTWSKYTKNIVSWVEKKLNLELESTRNIVKLAEATRSSIGIQEFMPLQSLFTNALLSDIHSSHLLQQTIAALQANKFVQPLLGRKNEM.... Result: 0 (no interaction). (9) The miRNA is cel-miR-67-3p with sequence UCACAACCUCCUAGAAAGAGUAGA. The protein sequence of the target gene is MDHSLGWQGNSVPEDGTEAGIKHFLEDSSDDAELSKFVKDFPGSEPYHSAESKTRVARPQILEPRPQSPDLCDDDVEFRGSLWPQPSDSQQYFSAPAPLSPSSRPRSPWGKLDPYDSSEDDKEYVGFATLPNQVHRKSVKKGFDFTLMVAGESGLGKSTLVNSLFLTDLYRDRKLLGAEERIMQTVEITKHAVDIEEKGVRLRLTIVDTPGFGDAVNNTECWKPVAEYIDQQFEQYFRDESGLNRKNIQDNRVHCCLYFISPFGHGLRPLDVEFMKALHQRVNIVPILAKADTLTPPEVD.... Result: 0 (no interaction).